From a dataset of Full USPTO retrosynthesis dataset with 1.9M reactions from patents (1976-2016). Predict the reactants needed to synthesize the given product. (1) The reactants are: C(O[C:4]([C:6]1[N:11]=[CH:10][C:9]2[N:12]=[C:13]([C:15]3[CH:20]=[CH:19][C:18]([O:21][CH3:22])=[CH:17][CH:16]=3)[S:14][C:8]=2[C:7]=1[OH:23])=[O:5])C.[NH2:24][CH2:25][C:26]([OH:28])=[O:27]. Given the product [OH:23][C:7]1[C:8]2[S:14][C:13]([C:15]3[CH:16]=[CH:17][C:18]([O:21][CH3:22])=[CH:19][CH:20]=3)=[N:12][C:9]=2[CH:10]=[N:11][C:6]=1[C:4]([NH:24][CH2:25][C:26]([OH:28])=[O:27])=[O:5], predict the reactants needed to synthesize it. (2) Given the product [C:1]([C:5]1[O:9][N:8]=[C:7]([NH:10][C:11]([NH:13][C:14]2[CH:19]=[CH:18][CH:17]=[C:16]([S:20][C:21]3[C:30]4[C:25](=[CH:26][C:27]([O:35][CH3:36])=[C:28]([O:31][CH2:32][CH2:33][N:44]5[CH2:45][CH2:46][N:41]([S:38]([CH3:37])(=[O:40])=[O:39])[CH2:42][CH2:43]5)[CH:29]=4)[N:24]=[CH:23][N:22]=3)[CH:15]=2)=[O:12])[CH:6]=1)([CH3:4])([CH3:3])[CH3:2], predict the reactants needed to synthesize it. The reactants are: [C:1]([C:5]1[O:9][N:8]=[C:7]([NH:10][C:11]([NH:13][C:14]2[CH:19]=[CH:18][CH:17]=[C:16]([S:20][C:21]3[C:30]4[C:25](=[CH:26][C:27]([O:35][CH3:36])=[C:28]([O:31][CH2:32][CH2:33]Cl)[CH:29]=4)[N:24]=[CH:23][N:22]=3)[CH:15]=2)=[O:12])[CH:6]=1)([CH3:4])([CH3:3])[CH3:2].[CH3:37][S:38]([N:41]1[CH2:46][CH2:45][NH:44][CH2:43][CH2:42]1)(=[O:40])=[O:39]. (3) Given the product [CH3:24][C:25]1[N:26]=[C:27]([N:33]2[CH2:37][CH2:36][N:35]([CH2:38][CH2:39][CH2:40][C:41]([F:44])([F:43])[F:42])[C:34]2=[O:45])[S:28][C:29]=1[C:30]([NH2:7])=[O:31], predict the reactants needed to synthesize it. The reactants are: FC1C=CC(C[N:7]2C(=O)N(C3SC(C(O)=O)=C(C)N=3)C=N2)=CC=1.[CH3:24][C:25]1[N:26]=[C:27]([N:33]2[CH2:37][CH2:36][N:35]([CH2:38][CH2:39][CH2:40][C:41]([F:44])([F:43])[F:42])[C:34]2=[O:45])[S:28][C:29]=1[C:30](O)=[O:31]. (4) Given the product [C:1]([C:4]1[CH:5]=[CH:6][C:7]([C:10]([Cl:16])=[O:12])=[N:8][CH:9]=1)#[C:2][CH3:3], predict the reactants needed to synthesize it. The reactants are: [C:1]([C:4]1[CH:5]=[CH:6][C:7]([C:10]([OH:12])=O)=[N:8][CH:9]=1)#[C:2][CH3:3].C(Cl)(=O)C([Cl:16])=O.CN(C)C=O. (5) Given the product [C:30]([O:33][CH2:34][C:35]1[O:39][N:38]=[C:37]([CH3:40])[C:36]=1[B:45]1[O:46][C:47]([CH3:49])([CH3:48])[C:43]([CH3:50])([CH3:42])[O:44]1)(=[O:32])[CH3:31], predict the reactants needed to synthesize it. The reactants are: COC1C=CC=C(OC)C=1C1C=CC=CC=1P(C1CCCCC1)C1CCCCC1.[C:30]([O:33][CH2:34][C:35]1[O:39][N:38]=[C:37]([CH3:40])[C:36]=1Br)(=[O:32])[CH3:31].[CH3:42][C:43]1([CH3:50])[C:47]([CH3:49])([CH3:48])[O:46][BH:45][O:44]1.C(N(CC)CC)C.